From a dataset of Peptide-MHC class II binding affinity with 134,281 pairs from IEDB. Regression. Given a peptide amino acid sequence and an MHC pseudo amino acid sequence, predict their binding affinity value. This is MHC class II binding data. (1) The peptide sequence is KQAYAATVATAPEVK. The MHC is DRB1_0301 with pseudo-sequence DRB1_0301. The binding affinity (normalized) is 0. (2) The peptide sequence is ADKFLANVSTVLTGK. The MHC is DRB1_0101 with pseudo-sequence DRB1_0101. The binding affinity (normalized) is 0.839. (3) The binding affinity (normalized) is 0.175. The peptide sequence is SRPYNIYPHGITDVHPLYSR. The MHC is DRB1_0404 with pseudo-sequence DRB1_0404. (4) The peptide sequence is LINVIHAFQYVIYGTASFFF. The MHC is H-2-IAd with pseudo-sequence H-2-IAd. The binding affinity (normalized) is 0. (5) The peptide sequence is ERFAVNPGLLETSEGCR. The MHC is DRB1_0301 with pseudo-sequence DRB1_0301. The binding affinity (normalized) is 0.331. (6) The peptide sequence is TILQRLGVLFGSRIA. The MHC is H-2-IAb with pseudo-sequence H-2-IAb. The binding affinity (normalized) is 0.236. (7) The peptide sequence is LLFCALASSCQVAFS. The MHC is HLA-DQA10101-DQB10501 with pseudo-sequence CNYHEGGGARVAHIMYFGGTHYVVGASRVHVAGI. The binding affinity (normalized) is 0.0677. (8) The peptide sequence is GELQIVDKIDTAFKI. The MHC is DRB3_0101 with pseudo-sequence DRB3_0101. The binding affinity (normalized) is 0.602.